The task is: Predict the reactants needed to synthesize the given product.. This data is from Full USPTO retrosynthesis dataset with 1.9M reactions from patents (1976-2016). (1) Given the product [CH2:4]([C:6]1[C:7]([C:14]2[CH:22]=[C:21]3[C:17]([C:18]([C:23]4[NH:24][C:25]5[CH2:30][CH2:29][N:28]([S:45]([C:42]6[CH:43]=[N:44][C:39]([O:32][C:33]7[CH:38]=[CH:37][CH:36]=[CH:35][CH:34]=7)=[CH:40][CH:41]=6)(=[O:46])=[O:47])[CH2:27][C:26]=5[N:31]=4)=[N:19][NH:20]3)=[CH:16][CH:15]=2)=[CH:8][C:9]([F:13])=[C:10]([OH:12])[CH:11]=1)[CH3:5], predict the reactants needed to synthesize it. The reactants are: Br.Br.Br.[CH2:4]([C:6]1[C:7]([C:14]2[CH:22]=[C:21]3[C:17]([C:18]([C:23]4[NH:24][C:25]5[CH2:30][CH2:29][NH:28][CH2:27][C:26]=5[N:31]=4)=[N:19][NH:20]3)=[CH:16][CH:15]=2)=[CH:8][C:9]([F:13])=[C:10]([OH:12])[CH:11]=1)[CH3:5].[O:32]([C:39]1[N:44]=[CH:43][C:42]([S:45](Cl)(=[O:47])=[O:46])=[CH:41][CH:40]=1)[C:33]1[CH:38]=[CH:37][CH:36]=[CH:35][CH:34]=1. (2) Given the product [CH3:3][C:2]1([CH3:4])[C:5]2([CH2:6][CH2:7]2)[S:8](=[O:9])(=[O:10])[N:11]=[C:23]([NH:22][C@H:33]([C:37]2[CH:12]=[CH:30][CH:29]=[CH:28][CH:27]=2)[CH2:34][CH2:35][OH:36])[O:1]1, predict the reactants needed to synthesize it. The reactants are: [OH:1][C:2]([C:5]1([S:8]([NH2:11])(=[O:10])=[O:9])[CH2:7][CH2:6]1)([CH3:4])[CH3:3].[CH3:12][Si]([N-][Si](C)(C)C)(C)C.[Na+].[N-:22]=[C:23]=S.BrN1[C:30](=O)[CH2:29][CH2:28][C:27]1=O.[CH2:33]1[CH2:37][O:36][CH2:35][CH2:34]1.